Task: Predict the reaction yield, written as a fraction of the theoretical maximum amount of product (1.0 means a 100% yield; for example, 0.34 means a 34% yield).. Dataset: Reaction yield outcomes from USPTO patents with 853,638 reactions (1) The reactants are [ClH:1].[NH2:2][C@H:3]([C:8]([OH:10])=[O:9])[CH2:4][CH2:5][CH2:6][NH2:7].[CH3:11]O. No catalyst specified. The product is [ClH:1].[CH3:11][O:9][C:8](=[O:10])[C@H:3]([CH2:4][CH2:5][CH2:6][NH2:7])[NH2:2]. The yield is 0.970. (2) The reactants are [NH:1]1[C:9]2[C:4](=[CH:5][CH:6]=[CH:7][CH:8]=2)[CH:3]=[N:2]1.[H-].[Na+].Cl[CH2:13][C:14]1[CH:32]=[CH:31][C:17]2/[C:18](=[C:27](/[CH3:30])\[C:28]#[N:29])/[C:19]3[CH:26]=[CH:25][CH:24]=[CH:23][C:20]=3[O:21][CH2:22][C:16]=2[CH:15]=1.C(OCC)(=O)C. The catalyst is CN(C=O)C. The product is [N:1]1([CH2:13][C:14]2[CH:32]=[CH:31][C:17]3/[C:18](=[C:27](/[CH3:30])\[C:28]#[N:29])/[C:19]4[CH:26]=[CH:25][CH:24]=[CH:23][C:20]=4[O:21][CH2:22][C:16]=3[CH:15]=2)[C:9]2[C:4](=[CH:5][CH:6]=[CH:7][CH:8]=2)[CH:3]=[N:2]1.[N:1]1[N:2]([CH2:13][C:14]2[CH:32]=[CH:31][C:17]3/[C:18](=[C:27](/[CH3:30])\[C:28]#[N:29])/[C:19]4[CH:26]=[CH:25][CH:24]=[CH:23][C:20]=4[O:21][CH2:22][C:16]=3[CH:15]=2)[CH:3]=[C:4]2[C:9]=1[CH:8]=[CH:7][CH:6]=[CH:5]2. The yield is 0.640. (3) The catalyst is C(Cl)Cl. The yield is 0.970. The reactants are [CH2:1]([OH:19])[CH2:2][CH2:3][CH2:4][CH2:5][CH2:6][CH2:7][CH2:8]/[CH:9]=[CH:10]\[CH2:11]/[CH:12]=[CH:13]\[CH2:14][CH2:15][CH2:16][CH2:17][CH3:18].C(N(CC)CC)C.[CH3:27][S:28](Cl)(=[O:30])=[O:29]. The product is [S:28]([O:19][CH2:1][CH2:2][CH2:3][CH2:4][CH2:5][CH2:6][CH2:7][CH2:8]/[CH:9]=[CH:10]\[CH2:11]/[CH:12]=[CH:13]\[CH2:14][CH2:15][CH2:16][CH2:17][CH3:18])(=[O:30])(=[O:29])[CH3:27]. (4) The reactants are [C:1]([NH:8][CH2:9][C:10]([OH:12])=O)([O:3][C:4]([CH3:7])([CH3:6])[CH3:5])=[O:2].Cl.[CH3:14][NH:15][O:16][CH3:17].CCN=C=NCCCN(C)C.C1C=CC2N(O)N=NC=2C=1.CN1CCOCC1.Cl. The catalyst is C(Cl)Cl. The product is [CH3:17][O:16][N:15]([CH3:14])[C:10](=[O:12])[CH2:9][NH:8][C:1](=[O:2])[O:3][C:4]([CH3:5])([CH3:6])[CH3:7]. The yield is 0.820.